Dataset: Peptide-MHC class II binding affinity with 134,281 pairs from IEDB. Task: Regression. Given a peptide amino acid sequence and an MHC pseudo amino acid sequence, predict their binding affinity value. This is MHC class II binding data. (1) The peptide sequence is FVQALTTAAASYASV. The MHC is DRB1_1501 with pseudo-sequence DRB1_1501. The binding affinity (normalized) is 0.583. (2) The MHC is DRB3_0101 with pseudo-sequence DRB3_0101. The peptide sequence is AGALEVHAVKPVTEE. The binding affinity (normalized) is 0.